From a dataset of Reaction yield outcomes from USPTO patents with 853,638 reactions. Predict the reaction yield, written as a fraction of the theoretical maximum amount of product (1.0 means a 100% yield; for example, 0.34 means a 34% yield). (1) The catalyst is CN(C=O)C. The reactants are [CH2:1]([O:3][C:4]([CH:6]1[CH:8]([C:9](=[O:18])[NH:10][C:11]2[CH:16]=[CH:15][C:14]([Cl:17])=[CH:13][CH:12]=2)[CH:7]1[C:19](=[O:40])[NH:20][C:21]1[CH:26]=[CH:25][C:24]([N:27]2[CH:32]=[CH:31][C:30]([O:33][CH2:34][C:35](O)=[O:36])=[CH:29][C:28]2=[O:38])=[CH:23][C:22]=1[F:39])=[O:5])[CH3:2].Cl.[CH3:42][NH:43][CH3:44].ON1C2C=CC=CC=2N=N1.CN1CCOCC1.Cl.CN(C)CCCN=C=NCC.Cl. The yield is 0.950. The product is [CH2:1]([O:3][C:4]([CH:6]1[CH:7]([C:19](=[O:40])[NH:20][C:21]2[CH:26]=[CH:25][C:24]([N:27]3[CH:32]=[CH:31][C:30]([O:33][CH2:34][C:35](=[O:36])[N:43]([CH3:44])[CH3:42])=[CH:29][C:28]3=[O:38])=[CH:23][C:22]=2[F:39])[CH:8]1[C:9](=[O:18])[NH:10][C:11]1[CH:16]=[CH:15][C:14]([Cl:17])=[CH:13][CH:12]=1)=[O:5])[CH3:2]. (2) The reactants are Br[C:2]1[CH:7]=[CH:6][CH:5]=[C:4]([O:8][CH:9]([F:11])[F:10])[CH:3]=1.[B:12]1([B:12]2[O:16][C:15]([CH3:18])([CH3:17])[C:14]([CH3:20])([CH3:19])[O:13]2)[O:16][C:15]([CH3:18])([CH3:17])[C:14]([CH3:20])([CH3:19])[O:13]1.C([O-])(=O)C.[K+]. The catalyst is O1CCOCC1. The product is [F:10][CH:9]([F:11])[O:8][C:4]1[CH:3]=[C:2]([B:12]2[O:16][C:15]([CH3:18])([CH3:17])[C:14]([CH3:20])([CH3:19])[O:13]2)[CH:7]=[CH:6][CH:5]=1. The yield is 0.340. (3) The reactants are C(=O)([O-])[O-].[Cs+].[Cs+].[Br:7][C:8]1[CH:16]=[C:15]2[C:11]([CH2:12][C:13](=[O:24])[N:14]2[C:17]([O:19][C:20]([CH3:23])([CH3:22])[CH3:21])=[O:18])=[CH:10][CH:9]=1.I[CH2:26][CH2:27][O:28][CH2:29][CH2:30]I.C(O)(=O)C. The catalyst is CN(C=O)C.O.C(OCC)(=O)C. The product is [Br:7][C:8]1[CH:16]=[C:15]2[N:14]([C:17]([O:19][C:20]([CH3:21])([CH3:23])[CH3:22])=[O:18])[C:13](=[O:24])[C:12]3([CH2:30][CH2:29][O:28][CH2:27][CH2:26]3)[C:11]2=[CH:10][CH:9]=1. The yield is 0.610. (4) The reactants are [N+](C1C=CC(COC([NH:12][CH:13]2[CH2:16][N:15]([C:17]([C:19]3[N:20]=[C:21]([N:24]4[CH2:27][CH:26]([S:28][C:29]5[C@H:30]([CH3:53])[C@@H:31]6[C@@H:48]([C@H:49]([OH:51])[CH3:50])[C:47](=[O:52])[N:32]6[C:33]=5[C:34]([O:36]CC5C=CC([N+]([O-])=O)=CC=5)=[O:35])[CH2:25]4)[O:22][CH:23]=3)=[O:18])[CH2:14]2)=O)=CC=1)([O-])=O. The catalyst is O1CCCC1. The product is [NH2:12][CH:13]1[CH2:14][N:15]([C:17]([C:19]2[N:20]=[C:21]([N:24]3[CH2:27][CH:26]([S:28][C:29]4[C@H:30]([CH3:53])[C@@H:31]5[C@@H:48]([C@H:49]([OH:51])[CH3:50])[C:47](=[O:52])[N:32]5[C:33]=4[C:34]([OH:36])=[O:35])[CH2:25]3)[O:22][CH:23]=2)=[O:18])[CH2:16]1. The yield is 0.460. (5) The reactants are Br[C:2]1[CH:3]=[C:4]2[C:8](=[CH:9][C:10]=1[O:11][CH2:12][CH2:13][CH3:14])[CH2:7][CH2:6][CH2:5]2.C(=[NH:28])(C1C=CC=CC=1)C1C=CC=CC=1.CC1(C)C2C=CC=C(P(C3C=CC=CC=3)C3C=CC=CC=3)C=2OC2C1=CC=CC=2P(C1C=CC=CC=1)C1C=CC=CC=1.C(=O)([O-])[O-].[Cs+].[Cs+].[Cl-].[NH4+]. The catalyst is C1C=CC(/C=C/C(/C=C/C2C=CC=CC=2)=O)=CC=1.C1C=CC(/C=C/C(/C=C/C2C=CC=CC=2)=O)=CC=1.C1C=CC(/C=C/C(/C=C/C2C=CC=CC=2)=O)=CC=1.[Pd].[Pd].O. The product is [CH2:12]([O:11][C:10]1[CH:9]=[C:8]2[C:4]([CH2:5][CH2:6][CH2:7]2)=[CH:3][C:2]=1[NH2:28])[CH2:13][CH3:14]. The yield is 0.170. (6) The product is [CH2:15]([N:6]1[C:2]([Br:1])=[C:3]([N+:7]([O-:9])=[O:8])[N:4]=[CH:5]1)[C:16]1[CH:21]=[CH:20][CH:19]=[CH:18][CH:17]=1. The reactants are [Br:1][C:2]1[NH:6][CH:5]=[N:4][C:3]=1[N+:7]([O-:9])=[O:8].C(=O)(O)[O-].[Na+].[CH2:15](Br)[C:16]1[CH:21]=[CH:20][CH:19]=[CH:18][CH:17]=1. The catalyst is CN(C)C=O. The yield is 0.480.